This data is from Experimentally validated miRNA-target interactions with 360,000+ pairs, plus equal number of negative samples. The task is: Binary Classification. Given a miRNA mature sequence and a target amino acid sequence, predict their likelihood of interaction. (1) The miRNA is hsa-miR-8082 with sequence UGAUGGAGCUGGGAAUACUCUG. The protein sequence of the target gene is MSRIESLTRARIDRSRELASKTREKEKMKEAKDARYTNGHLFTTISVSGMTMCYACNKSITAKEALICPTCNVTIHNRCKDTLANCTKVKQKQQKAALLKNNTALQSVSLRSKTTIRERPSSAIYPSDSFRQSLLGSRRGRSSLSLAKSVSTTNIAGHFNDESPLGLRRILSQSTDSLNMRNRTLSVESLIDEAEVIYSELMSDFEMDEKDFAADSWSLAVDSSFLQQHKKEVMKQQDVIYELIQTELHHVRTLKIMTRLFRTGMLEELHLEPGVVQGLFPCVDELSDIHTRFLSQLLER.... Result: 0 (no interaction). (2) The miRNA is hsa-miR-3658 with sequence UUUAAGAAAACACCAUGGAGAU. The protein sequence of the target gene is MRNWLVLLCPCVLGAALHLWLRLRSPPPACASGAGPADQLALFPQWKSTHYDVVVGVLSARNNHELRNVIRSTWMRHLLQHPTLSQRVLVKFIIGAHGCEVPVEDREDPYSCKLLNITNPVLNQEIEAFSLSEDTSSGLPEDRVVSVSFRVLYPIVITSLGVFYDANDVGFQRNITVKLYQAEQEEALFIARFSPPSCGVQVNKLWYKPVEQFILPESFEGTIVWESQDLHGLVSRNLHKVTVNDGGGVLRVITAGEGALPHEFLEGVEGVAGGFIYTIQEGDALLHNLHSRPQRLIDHI.... Result: 1 (interaction). (3) The miRNA is mmu-miR-423-3p with sequence AGCUCGGUCUGAGGCCCCUCAGU. The protein sequence of the target gene is MALPLKVLSRSMASAAKGDHGGAGANTWRLLTFVLALPGVALCSLNCWMHAGHHERPEFIPYHHLRIRTKPFAWGDGNHTLFHNPHVNPLPTGYEHP. Result: 1 (interaction). (4) The miRNA is hsa-miR-4725-3p with sequence UGGGGAAGGCGUCAGUGUCGGG. The protein sequence of the target gene is MAGAGRGAAVSRVQAGPGSPRRARGRQQVQPLGKQRPAPWPGLRSKEKKKVNCKPKNQDEQEIPFRLREIMRSRQEMKNPISNKKRKKAAQVTFRKTLEKEAKGEEPDIAVPKFKQRKGESDGAYIHRMQQEAQHVLFLSKNQAIRQPEVQAAPKEKSEQKKAKKAFQKRRLDKVRRKKEEKAADRLEQELLRDTVKFGEVVLQPPELTARPQRSVSKDQPGRRSQMLRMLLSPGGVSQPLTASLARQRIVEEERERAVQAYRALKQRQQQLHGERPHLTSRKKPEPQL. Result: 1 (interaction).